From a dataset of Catalyst prediction with 721,799 reactions and 888 catalyst types from USPTO. Predict which catalyst facilitates the given reaction. (1) Reactant: F[C:2]1[C:3]([CH:8]2[CH2:13][CH2:12][N:11]([C:14](=[O:16])[CH3:15])[CH2:10][CH2:9]2)=[N:4][CH:5]=[CH:6][N:7]=1.[NH2:17][C:18]1[CH:23]=[CH:22][C:21]([OH:24])=[CH:20][CH:19]=1.C(=O)([O-])[O-].[Cs+].[Cs+].CN1CCCC1=O. Product: [NH2:17][C:18]1[CH:23]=[CH:22][C:21]([O:24][C:2]2[C:3]([CH:8]3[CH2:13][CH2:12][N:11]([C:14](=[O:16])[CH3:15])[CH2:10][CH2:9]3)=[N:4][CH:5]=[CH:6][N:7]=2)=[CH:20][CH:19]=1. The catalyst class is: 25. (2) Reactant: [CH2:1]([Mg]Cl)[CH3:2].[C:5]([Si:9]([CH3:30])([CH3:29])[O:10][CH:11]1[CH2:16][CH2:15][C:14]([CH:21]=[N:22][S:23]([C:25]([CH3:28])([CH3:27])[CH3:26])=[O:24])([C:17]([F:20])([F:19])[F:18])[CH2:13][CH2:12]1)([CH3:8])([CH3:7])[CH3:6].[O-]S([O-])(=O)=O.[Na+].[Na+]. Product: [C:5]([Si:9]([CH3:30])([CH3:29])[O:10][CH:11]1[CH2:12][CH2:13][C:14]([CH:21]([NH:22][S:23]([C:25]([CH3:28])([CH3:27])[CH3:26])=[O:24])[CH2:1][CH3:2])([C:17]([F:19])([F:20])[F:18])[CH2:15][CH2:16]1)([CH3:8])([CH3:7])[CH3:6]. The catalyst class is: 27.